Dataset: Full USPTO retrosynthesis dataset with 1.9M reactions from patents (1976-2016). Task: Predict the reactants needed to synthesize the given product. (1) Given the product [Cl:19][C:15]1[CH:16]=[CH:17][CH:18]=[C:2]2[C:3]=1[C:4](=[O:5])[N:6]([CH:7]1[CH2:12][CH2:11][C:10](=[O:13])[NH:9][C:8]1=[O:14])[CH:20]=[N:1]2, predict the reactants needed to synthesize it. The reactants are: [NH2:1][C:2]1[CH:18]=[CH:17][CH:16]=[C:15]([Cl:19])[C:3]=1[C:4]([NH:6][CH:7]1[CH2:12][CH2:11][C:10](=[O:13])[NH:9][C:8]1=[O:14])=[O:5].[CH:20](OC)(OC)OC.C1(C)C=CC(S(O)(=O)=O)=CC=1. (2) Given the product [CH2:17]([C:16]1[C:12]([CH2:11][CH2:10][OH:9])=[C:13]([CH2:19][CH3:20])[NH:14][N:15]=1)[CH3:18], predict the reactants needed to synthesize it. The reactants are: [H-].[Al+3].[Li+].[H-].[H-].[H-].C([O:9][C:10](=O)[CH2:11][C:12]1[C:13]([CH2:19][CH3:20])=[N:14][NH:15][C:16]=1[CH2:17][CH3:18])C.O. (3) The reactants are: [Br:1][C:2]1[CH:3]=[CH:4][C:5]([CH:8](P(=O)(OC2C=CC=CC=2)OC2C=CC=CC=2)NC2C=CC=CC=2)=[N:6][CH:7]=1.[N:32]1[CH:37]=[C:36]([CH:38]=O)[CH:35]=[N:34][CH:33]=1.C([O-])([O-])=[O:41].[Cs+].[Cs+].N#N.Cl.[OH-].[Na+]. Given the product [Br:1][C:2]1[CH:3]=[CH:4][C:5]([C:8](=[O:41])[CH2:38][C:36]2[CH:37]=[N:32][CH:33]=[N:34][CH:35]=2)=[N:6][CH:7]=1, predict the reactants needed to synthesize it. (4) The reactants are: [C:1]([C:3]1[CH:8]=[CH:7][C:6]([C:9]2[CH:10]=[N:11][N:12]([C:15]3[CH:23]=[CH:22][C:18]([C:19]([OH:21])=O)=[CH:17][N:16]=3)[C:13]=2[OH:14])=[C:5]([CH3:24])[CH:4]=1)#[N:2].[CH:25]1([C@@H:28]([NH2:30])[CH3:29])[CH2:27][CH2:26]1. Given the product [C:1]([C:3]1[CH:8]=[CH:7][C:6]([C:9]2[CH:10]=[N:11][N:12]([C:15]3[CH:23]=[CH:22][C:18]([C:19]([NH:30][C@H:28]([CH:25]4[CH2:27][CH2:26]4)[CH3:29])=[O:21])=[CH:17][N:16]=3)[C:13]=2[OH:14])=[C:5]([CH3:24])[CH:4]=1)#[N:2], predict the reactants needed to synthesize it. (5) Given the product [CH3:28][S:29]([C:32]1[CH:33]=[C:34]([CH:42]([CH2:46][CH:47]2[CH2:48][CH2:49][CH2:50][CH2:51]2)[C:43]([NH:52][C:53]2[CH:58]=[CH:57][CH:56]=[CH:55][N:54]=2)=[O:44])[CH:35]=[CH:36][C:37]=1[S:38]([CH3:41])(=[O:40])=[O:39])(=[O:31])=[O:30], predict the reactants needed to synthesize it. The reactants are: C1(P(C2C=CC=CC=2)C2C=CC=CC=2)C=CC=CC=1.BrN1C(=O)CCC1=O.[CH3:28][S:29]([C:32]1[CH:33]=[C:34]([CH:42]([CH2:46][CH:47]2[CH2:51][CH2:50][CH2:49][CH2:48]2)[C:43](O)=[O:44])[CH:35]=[CH:36][C:37]=1[S:38]([CH3:41])(=[O:40])=[O:39])(=[O:31])=[O:30].[NH2:52][C:53]1[CH:58]=[CH:57][CH:56]=[CH:55][N:54]=1. (6) Given the product [N:38]1[CH:43]=[CH:42][CH:41]=[C:40]([O:1][CH2:2][CH:3]2[O:8][C:7]3[C:9]4[C:14]([C:15](=[O:18])[C:16](=[O:17])[C:6]=3[S:5][CH2:4]2)=[CH:13][CH:12]=[CH:11][CH:10]=4)[CH:39]=1, predict the reactants needed to synthesize it. The reactants are: [OH:1][CH2:2][CH:3]1[O:8][C:7]2[C:9]3[C:14]([C:15](=[O:18])[C:16](=[O:17])[C:6]=2[S:5][CH2:4]1)=[CH:13][CH:12]=[CH:11][CH:10]=3.C1(P(C2C=CC=CC=2)C2C=CC=CC=2)C=CC=CC=1.[N:38]1[CH:43]=[CH:42][CH:41]=[C:40](O)[CH:39]=1.N(/C(OCC)=O)=N/C(OCC)=O. (7) Given the product [CH3:29][N:5]([CH3:4])[S:6]([N:9]1[CH:13]=[CH:12][C:11]([C:14]([C:22]2[CH:27]=[CH:26][CH:25]=[C:24]([Cl:28])[CH:23]=2)([NH:15][S:16]([C:18]([CH3:21])([CH3:20])[CH3:19])=[O:17])[CH3:1])=[N:10]1)(=[O:8])=[O:7], predict the reactants needed to synthesize it. The reactants are: [CH3:1][Mg]Br.[CH3:4][N:5]([CH3:29])[S:6]([N:9]1[CH:13]=[CH:12][C:11]([C:14]([C:22]2[CH:27]=[CH:26][CH:25]=[C:24]([Cl:28])[CH:23]=2)=[N:15][S:16]([C:18]([CH3:21])([CH3:20])[CH3:19])=[O:17])=[N:10]1)(=[O:8])=[O:7].